Task: Predict the reactants needed to synthesize the given product.. Dataset: Full USPTO retrosynthesis dataset with 1.9M reactions from patents (1976-2016) Given the product [NH2:32][CH:29]1[CH2:30][CH2:31][N:26]([C:22]2[N:21]=[C:20]([C:8]3[C:7]4[C:11](=[CH:12][CH:13]=[C:5]([C:3]([N:2]([CH3:40])[CH3:1])=[O:4])[CH:6]=4)[NH:10][N:9]=3)[CH:25]=[CH:24][N:23]=2)[CH2:27][CH2:28]1, predict the reactants needed to synthesize it. The reactants are: [CH3:1][N:2]([CH3:40])[C:3]([C:5]1[CH:6]=[C:7]2[C:11](=[CH:12][CH:13]=1)[N:10](C1CCCCO1)[N:9]=[C:8]2[C:20]1[CH:25]=[CH:24][N:23]=[C:22]([N:26]2[CH2:31][CH2:30][CH:29]([NH:32]C(=O)OC(C)(C)C)[CH2:28][CH2:27]2)[N:21]=1)=[O:4].Cl.